This data is from Peptide-MHC class I binding affinity with 185,985 pairs from IEDB/IMGT. The task is: Regression. Given a peptide amino acid sequence and an MHC pseudo amino acid sequence, predict their binding affinity value. This is MHC class I binding data. (1) The peptide sequence is YIFFASFYYI. The MHC is HLA-A68:02 with pseudo-sequence HLA-A68:02. The binding affinity (normalized) is 0.927. (2) The peptide sequence is RSLQHLSTV. The MHC is H-2-Kb with pseudo-sequence H-2-Kb. The binding affinity (normalized) is 0.684. (3) The peptide sequence is ALVLLILMTA. The MHC is HLA-A02:02 with pseudo-sequence HLA-A02:02. The binding affinity (normalized) is 0.611. (4) The peptide sequence is LESLTDREL. The MHC is HLA-A24:03 with pseudo-sequence HLA-A24:03. The binding affinity (normalized) is 0.0847.